Dataset: Reaction yield outcomes from USPTO patents with 853,638 reactions. Task: Predict the reaction yield, written as a fraction of the theoretical maximum amount of product (1.0 means a 100% yield; for example, 0.34 means a 34% yield). The reactants are CCN(C(C)C)C(C)C.[C:10]1([C:16]2[NH:20][N:19]=[C:18]([C:21]([NH:23][CH2:24][C:25]([OH:27])=O)=[O:22])[CH:17]=2)[CH:15]=[CH:14][CH:13]=[CH:12][CH:11]=1.C1C=CC2N(O)N=NC=2C=1.CCN=C=NCCCN(C)C.Cl.Cl.[CH3:51][S:52]([C:55]1[CH:67]=[CH:66][CH:65]=[CH:64][C:56]=1[O:57][CH:58]1[CH2:63][CH2:62][NH:61][CH2:60][CH2:59]1)(=[O:54])=[O:53]. The catalyst is CN(C=O)C.O. The product is [CH3:51][S:52]([C:55]1[CH:67]=[CH:66][CH:65]=[CH:64][C:56]=1[O:57][CH:58]1[CH2:59][CH2:60][N:61]([C:25](=[O:27])[CH2:24][NH:23][C:21]([C:18]2[CH:17]=[C:16]([C:10]3[CH:11]=[CH:12][CH:13]=[CH:14][CH:15]=3)[NH:20][N:19]=2)=[O:22])[CH2:62][CH2:63]1)(=[O:54])=[O:53]. The yield is 0.267.